This data is from Forward reaction prediction with 1.9M reactions from USPTO patents (1976-2016). The task is: Predict the product of the given reaction. (1) Given the reactants [Cl:1][CH2:2][C:3]([CH2:5][Cl:6])=[CH2:4].C=O.S(=O)(=O)(O)O.[C:14]([O:17][CH2:18]C)(=[O:16])C, predict the reaction product. The product is: [Cl:1][CH2:2][C:3]1([CH2:5][Cl:6])[CH2:4][CH2:18][O:17][CH2:14][O:16]1. (2) Given the reactants F[C:2]1[C:7]([N+:8]([O-:10])=[O:9])=[CH:6][CH:5]=[CH:4][C:3]=1[OH:11].[Cl:12][C:13]1[C:18]([Cl:19])=[CH:17][CH:16]=[CH:15][C:14]=1[SH:20].[OH-].[Na+].Cl, predict the reaction product. The product is: [Cl:12][C:13]1[C:18]([Cl:19])=[CH:17][CH:16]=[CH:15][C:14]=1[S:20][C:2]1[C:7]([N+:8]([O-:10])=[O:9])=[CH:6][CH:5]=[CH:4][C:3]=1[OH:11]. (3) Given the reactants [CH:1]1([C:4]2[CH:12]=[CH:11][C:7]([C:8]([OH:10])=[O:9])=[CH:6][C:5]=2[C:13](=[O:16])[CH2:14][CH3:15])[CH2:3][CH2:2]1.[C:17](=O)([O-])[O-].[K+].[K+].IC, predict the reaction product. The product is: [CH:1]1([C:4]2[CH:12]=[CH:11][C:7]([C:8]([O:10][CH3:17])=[O:9])=[CH:6][C:5]=2[C:13](=[O:16])[CH2:14][CH3:15])[CH2:2][CH2:3]1. (4) Given the reactants CC1C=C(C2C=CC(OC(F)(F)F)=CC=2)SC=1CO.[F:20][C:21]1[CH:26]=[C:25]([C:27]([F:30])([F:29])[F:28])[C:24]([F:31])=[CH:23][C:22]=1[C:32]1[S:36][C:35]([CH2:37][O:38][Si](C(C)C)(C(C)C)C(C)C)=[C:34]([CH3:49])[CH:33]=1, predict the reaction product. The product is: [F:20][C:21]1[CH:26]=[C:25]([C:27]([F:29])([F:28])[F:30])[C:24]([F:31])=[CH:23][C:22]=1[C:32]1[S:36][C:35]([CH2:37][OH:38])=[C:34]([CH3:49])[CH:33]=1. (5) Given the reactants Cl[C:2]1[C:3]2[C:4](=[CH:17][N:18](CC3C=CC(OC)=CC=3)[N:19]=2)[N:5]=[C:6]([C:8]2[CH:9]=[C:10]3[NH:16][CH:15]=[CH:14][C:11]3=[N:12][CH:13]=2)[N:7]=1.[NH2:29][C:30]1[CH:39]=[C:38]2[C:33]([CH2:34][CH2:35][C:36](=[O:40])[NH:37]2)=[CH:32][CH:31]=1.Cl, predict the reaction product. The product is: [NH:16]1[C:10]2[C:11](=[N:12][CH:13]=[C:8]([C:6]3[N:7]=[C:2]([NH:29][C:30]4[CH:39]=[C:38]5[C:33]([CH2:34][CH2:35][C:36](=[O:40])[NH:37]5)=[CH:32][CH:31]=4)[C:3]4[NH:19][N:18]=[CH:17][C:4]=4[N:5]=3)[CH:9]=2)[CH:14]=[CH:15]1. (6) Given the reactants [NH2:1][C:2]1[CH:3]=[CH:4][C:5]([Cl:13])=[C:6]2[C:11]=1[CH2:10][CH:9]([OH:12])[CH2:8][CH2:7]2.Cl[C:15]1[CH:20]=[C:19]([C:21]2[CH:26]=[CH:25][C:24]([C:27]([F:30])([F:29])[F:28])=[CH:23][CH:22]=2)[CH:18]=[CH:17][N:16]=1, predict the reaction product. The product is: [Cl:13][C:5]1[CH:4]=[CH:3][C:2]([NH:1][C:15]2[CH:20]=[C:19]([C:21]3[CH:22]=[CH:23][C:24]([C:27]([F:28])([F:29])[F:30])=[CH:25][CH:26]=3)[CH:18]=[CH:17][N:16]=2)=[C:11]2[C:6]=1[CH2:7][CH2:8][CH:9]([OH:12])[CH2:10]2. (7) Given the reactants C([Li])CCC.Br[C:7]1[S:8][CH:9]=[C:10]([CH3:12])[N:11]=1.[Cl-].[Li+].[Cl-].[Cl:16][C:17]1[CH:22]=[CH:21][C:20](/[CH:23]=[CH:24]/[C:25]([N:27]2[CH2:32][CH2:31][CH:30]([CH:33]=[O:34])[CH2:29][CH2:28]2)=[O:26])=[C:19]([CH2:35][N:36]2[N:40]=[N:39][C:38]([CH3:41])=[N:37]2)[CH:18]=1, predict the reaction product. The product is: [Cl:16][C:17]1[CH:22]=[CH:21][C:20](/[CH:23]=[CH:24]/[C:25]([N:27]2[CH2:28][CH2:29][CH:30]([CH:33]([OH:34])[C:7]3[S:8][CH:9]=[C:10]([CH3:12])[N:11]=3)[CH2:31][CH2:32]2)=[O:26])=[C:19]([CH2:35][N:36]2[N:40]=[N:39][C:38]([CH3:41])=[N:37]2)[CH:18]=1.